From a dataset of Forward reaction prediction with 1.9M reactions from USPTO patents (1976-2016). Predict the product of the given reaction. (1) Given the reactants [N:1]1[CH:6]=[CH:5][C:4](C(O)=O)=[CH:3][N:2]=1.P(N=[N+]=[N-])(=O)([O:18][C:19]1C=CC=CC=1)OC1C=CC=CC=1.CC[N:31](C(C)C)C(C)C.[Cl:38][C:39]1[CH:40]=[CH:41][C:42]2[N:48]3[CH2:49][C@H:45]([CH2:46][CH2:47]3)[NH:44][C:43]=2[N:50]=1, predict the reaction product. The product is: [Cl:38][C:39]1[CH:40]=[CH:41][C:42]2[N:48]3[CH2:49][C@H:45]([CH2:46][CH2:47]3)[N:44]([C:19]([NH:31][C:4]3[CH:5]=[CH:6][N:1]=[N:2][CH:3]=3)=[O:18])[C:43]=2[N:50]=1. (2) Given the reactants [C:1]1([C:18]2[CH:23]=[CH:22][CH:21]=[CH:20][CH:19]=2)[CH:6]=[CH:5][C:4]([NH:7][CH2:8][C:9]2[CH:10]=[C:11]([C:15](O)=[O:16])[O:12][C:13]=2[CH3:14])=[CH:3][CH:2]=1.[C:24]1([S:30]([NH2:33])(=[O:32])=[O:31])[CH:29]=[CH:28][CH:27]=[CH:26][CH:25]=1.C(N(CC)CC)C.Cl.CN(C)CCCN=C=NCC, predict the reaction product. The product is: [C:1]1([C:18]2[CH:23]=[CH:22][CH:21]=[CH:20][CH:19]=2)[CH:2]=[CH:3][C:4]([NH:7][CH2:8][C:9]2[CH:10]=[C:11]([C:15]([NH:33][S:30]([C:24]3[CH:29]=[CH:28][CH:27]=[CH:26][CH:25]=3)(=[O:32])=[O:31])=[O:16])[O:12][C:13]=2[CH3:14])=[CH:5][CH:6]=1. (3) Given the reactants C([O:3][C:4](=[O:31])[CH2:5][C:6]1[N:7]2[CH:30]=[CH:29][CH:28]=[CH:27][C:8]2=[C:9]2[C:14]=1[CH2:13][CH2:12][CH:11]([N:15]([S:17]([C:20]1[CH:25]=[CH:24][C:23]([F:26])=[CH:22][CH:21]=1)(=[O:19])=[O:18])[CH3:16])[CH2:10]2)C, predict the reaction product. The product is: [F:26][C:23]1[CH:24]=[CH:25][C:20]([S:17]([N:15]([CH3:16])[CH:11]2[CH2:10][C:9]3[C:14](=[C:6]([CH2:5][C:4]([OH:31])=[O:3])[N:7]4[CH:30]=[CH:29][CH:28]=[CH:27][C:8]4=3)[CH2:13][CH2:12]2)(=[O:19])=[O:18])=[CH:21][CH:22]=1. (4) Given the reactants [CH:1]1([C:4]2[C:9]3[CH2:10][O:11][C:12]([CH3:15])([CH3:14])[CH2:13][C:8]=3[C:7]([C:16]#[N:17])=[C:6]([N:18]3[CH2:23][CH2:22][NH:21][C@H:20]([CH:24]([CH3:26])[CH3:25])[CH2:19]3)[N:5]=2)[CH2:3][CH2:2]1.C(N(CC)CC)C.Cl[C:35](=[O:42])[CH2:36][CH2:37][C:38]([O:40][CH3:41])=[O:39], predict the reaction product. The product is: [C:16]([C:7]1[C:6]([N:18]2[CH2:23][CH2:22][N:21]([C:35](=[O:42])[CH2:36][CH2:37][C:38]([O:40][CH3:41])=[O:39])[C@H:20]([CH:24]([CH3:26])[CH3:25])[CH2:19]2)=[N:5][C:4]([CH:1]2[CH2:2][CH2:3]2)=[C:9]2[CH2:10][O:11][C:12]([CH3:14])([CH3:15])[CH2:13][C:8]=12)#[N:17].